This data is from Catalyst prediction with 721,799 reactions and 888 catalyst types from USPTO. The task is: Predict which catalyst facilitates the given reaction. (1) Reactant: F[C:2]1[CH:9]=[CH:8][CH:7]=[CH:6][C:3]=1[CH:4]=[O:5].[CH:10]1([S:16]([O-:18])=[O:17])[CH2:15][CH2:14][CH2:13][CH2:12][CH2:11]1.[Na+]. Product: [CH:10]1([S:16]([C:2]2[CH:9]=[CH:8][CH:7]=[CH:6][C:3]=2[CH:4]=[O:5])(=[O:18])=[O:17])[CH2:15][CH2:14][CH2:13][CH2:12][CH2:11]1. The catalyst class is: 483. (2) Reactant: [Br:1][C:2]1[N:7]=[CH:6][C:5]([NH2:8])=[CH:4][CH:3]=1.[C:9](O[C:9]([O:11][C:12]([CH3:15])([CH3:14])[CH3:13])=[O:10])([O:11][C:12]([CH3:15])([CH3:14])[CH3:13])=[O:10].CN(C1C=CC=CN=1)C. Product: [Br:1][C:2]1[N:7]=[CH:6][C:5]([NH:8][C:9](=[O:10])[O:11][C:12]([CH3:15])([CH3:14])[CH3:13])=[CH:4][CH:3]=1. The catalyst class is: 107. (3) Reactant: [Br:1][C:2]1[CH:3]=[CH:4][C:5]([CH2:8][NH2:9])=[N:6][CH:7]=1.[CH3:10][O:11][CH2:12][C:13](O)=[O:14].CN([P+](ON1N=NC2C1=CC=CC=2)(N(C)C)N(C)C)C.F[P-](F)(F)(F)(F)F.C(N(C(C)C)CC)(C)C. Product: [Br:1][C:2]1[CH:3]=[CH:4][C:5]([CH2:8][NH:9][C:13](=[O:14])[CH2:12][O:11][CH3:10])=[N:6][CH:7]=1. The catalyst class is: 3. (4) Reactant: [F-:1].C([N+](CCCC)(CCCC)CCCC)CCC.C1COCC1.C(OC([N:31]1[C@H:38]2[C@H:34]([CH2:35][N:36]([CH2:39][C:40]3[CH:45]=[CH:44][CH:43]=[CH:42][CH:41]=3)[CH2:37]2)OS1(=O)=O)=O)(C)(C)C.O.[C:49]1([CH3:59])[CH:54]=[CH:53][C:52]([S:55]([OH:58])(=[O:57])=[O:56])=[CH:51][CH:50]=1. Product: [S:55]([C:52]1[CH:53]=[CH:54][C:49]([CH3:59])=[CH:50][CH:51]=1)([OH:58])(=[O:57])=[O:56].[S:55]([C:52]1[CH:53]=[CH:54][C:49]([CH3:59])=[CH:50][CH:51]=1)([OH:58])(=[O:57])=[O:56].[CH2:39]([N:36]1[CH2:35][C@@H:34]([F:1])[C@H:38]([NH2:31])[CH2:37]1)[C:40]1[CH:45]=[CH:44][CH:43]=[CH:42][CH:41]=1. The catalyst class is: 25. (5) Reactant: [CH2:1]([C:3]1[O:7][N:6]=[C:5]([CH2:8][C:9]2[CH:14]=[CH:13][C:12]([N+:15]([O-])=O)=[CH:11][CH:10]=2)[N:4]=1)[CH3:2].[Cl-].[Ca+2].[Cl-]. Product: [CH2:1]([C:3]1[O:7][N:6]=[C:5]([CH2:8][C:9]2[CH:10]=[CH:11][C:12]([NH2:15])=[CH:13][CH:14]=2)[N:4]=1)[CH3:2]. The catalyst class is: 679. (6) Reactant: [NH:1]([C:9]([O:11][CH2:12][CH:13]1[C:25]2[C:20](=[CH:21][CH:22]=[CH:23][CH:24]=2)[C:19]2[C:14]1=[CH:15][CH:16]=[CH:17][CH:18]=2)=[O:10])[C@H:2]([C:6]([OH:8])=[O:7])[CH:3]([CH3:5])[CH3:4].O[N:27]1[C:31](=[O:32])[CH2:30][CH2:29][C:28]1=[O:33].C1CCC(N=C=NC2CCCCC2)CC1. Product: [NH:1]([C:9]([O:11][CH2:12][CH:13]1[C:14]2[C:19](=[CH:18][CH:17]=[CH:16][CH:15]=2)[C:20]2[C:25]1=[CH:24][CH:23]=[CH:22][CH:21]=2)=[O:10])[C@H:2]([C:6]([O:8][N:27]1[C:31](=[O:32])[CH2:30][CH2:29][C:28]1=[O:33])=[O:7])[CH:3]([CH3:5])[CH3:4]. The catalyst class is: 1. (7) Reactant: [F:1][CH:2]([F:35])[C:3]1[CH:12]=[C:11]2[C:6]([CH2:7][CH2:8][CH2:9][N:10]2[C:13]2[C:17]3[CH2:18][N:19]([C:22]([O:24][C:25]([CH3:28])([CH3:27])[CH3:26])=[O:23])[CH2:20][CH2:21][C:16]=3[NH:15][N:14]=2)=[CH:5][C:4]=1[C:29]1[CH:30]=[N:31][N:32]([CH3:34])[CH:33]=1.[C:36]1(B(O)O)[CH:41]=[CH:40][CH:39]=[CH:38][CH:37]=1.C(N(CC)CC)C.O. Product: [F:35][CH:2]([F:1])[C:3]1[CH:12]=[C:11]2[C:6]([CH2:7][CH2:8][CH2:9][N:10]2[C:13]2[C:17]3[CH2:18][N:19]([C:22]([O:24][C:25]([CH3:26])([CH3:27])[CH3:28])=[O:23])[CH2:20][CH2:21][C:16]=3[N:15]([C:36]3[CH:41]=[CH:40][CH:39]=[CH:38][CH:37]=3)[N:14]=2)=[CH:5][C:4]=1[C:29]1[CH:30]=[N:31][N:32]([CH3:34])[CH:33]=1. The catalyst class is: 302.